From a dataset of CYP2D6 inhibition data for predicting drug metabolism from PubChem BioAssay. Regression/Classification. Given a drug SMILES string, predict its absorption, distribution, metabolism, or excretion properties. Task type varies by dataset: regression for continuous measurements (e.g., permeability, clearance, half-life) or binary classification for categorical outcomes (e.g., BBB penetration, CYP inhibition). Dataset: cyp2d6_veith. (1) The compound is CCCCCSc1nncc(=O)[nH]1. The result is 0 (non-inhibitor). (2) The compound is COc1ccc(-c2nnn(CC(=O)N(CC(=O)NCCC(C)C)Cc3cccs3)n2)cc1OC. The result is 1 (inhibitor).